From a dataset of Peptide-MHC class I binding affinity with 185,985 pairs from IEDB/IMGT. Regression. Given a peptide amino acid sequence and an MHC pseudo amino acid sequence, predict their binding affinity value. This is MHC class I binding data. (1) The peptide sequence is KLTDWDFVV. The MHC is HLA-A02:01 with pseudo-sequence HLA-A02:01. The binding affinity (normalized) is 0.971. (2) The binding affinity (normalized) is 0.598. The MHC is HLA-B07:02 with pseudo-sequence HLA-B07:02. The peptide sequence is LPGPDTRHL.